From a dataset of Full USPTO retrosynthesis dataset with 1.9M reactions from patents (1976-2016). Predict the reactants needed to synthesize the given product. (1) Given the product [F:8][C:7]1[C:2]([NH:19][CH2:18][C:12]2([O:11][CH3:10])[CH2:17][CH2:16][O:15][CH2:14][CH2:13]2)=[N:3][C:4]([F:9])=[CH:5][CH:6]=1, predict the reactants needed to synthesize it. The reactants are: F[C:2]1[C:7]([F:8])=[CH:6][CH:5]=[C:4]([F:9])[N:3]=1.[CH3:10][O:11][C:12]1([CH2:18][NH2:19])[CH2:17][CH2:16][O:15][CH2:14][CH2:13]1.C(N(CC)CC)C. (2) Given the product [C:1]1([C:7](=[N:14][CH:15]([CH2:52][CH2:51][C:46]2[CH:47]=[C:48]3[C:43](=[CH:44][CH:45]=2)[C:40]2=[N:41][O:42][C:38]([C:35]4[C:34]([C:53]([F:55])([F:56])[F:54])=[C:33]([C:27]5[CH:28]=[CH:29][CH:30]=[CH:31][CH:32]=5)[O:37][N:36]=4)=[C:39]2[CH2:50][CH2:49]3)[C:16]([O:18][CH2:19][CH3:20])=[O:17])[C:8]2[CH:9]=[CH:10][CH:11]=[CH:12][CH:13]=2)[CH:2]=[CH:3][CH:4]=[CH:5][CH:6]=1, predict the reactants needed to synthesize it. The reactants are: [C:1]1([C:7](=[N:14][CH2:15][C:16]([O:18][CH2:19][CH3:20])=[O:17])[C:8]2[CH:13]=[CH:12][CH:11]=[CH:10][CH:9]=2)[CH:6]=[CH:5][CH:4]=[CH:3][CH:2]=1.C([O-])([O-])=O.[Cs+].[Cs+].[C:27]1([C:33]2[O:37][N:36]=[C:35]([C:38]3[O:42][N:41]=[C:40]4[C:43]5[C:48]([CH2:49][CH2:50][C:39]=34)=[CH:47][C:46]([CH:51]=[CH2:52])=[CH:45][CH:44]=5)[C:34]=2[C:53]([F:56])([F:55])[F:54])[CH:32]=[CH:31][CH:30]=[CH:29][CH:28]=1. (3) Given the product [C:39]([OH:42])(=[O:41])/[CH:40]=[CH:34]/[C:33]([OH:36])=[O:35].[Cl:1][C:2]1[CH:7]=[CH:6][C:5]([F:8])=[CH:4][C:3]=1[N:9]1[C:13]([S:14]([C:17]2[CH:18]=[N:19][CH:20]=[CH:21][CH:22]=2)(=[O:15])=[O:16])=[CH:12][C:11]([CH2:23][NH:24][CH3:25])=[N:10]1, predict the reactants needed to synthesize it. The reactants are: [Cl:1][C:2]1[CH:7]=[CH:6][C:5]([F:8])=[CH:4][C:3]=1[N:9]1[C:13]([S:14]([C:17]2[CH:18]=[N:19][CH:20]=[CH:21][CH:22]=2)(=[O:16])=[O:15])=[CH:12][C:11]([CH2:23][N:24](C)[C:25](=O)OC(C)(C)C)=[N:10]1.[C:33]([O:36]CC)(=[O:35])[CH3:34].[C:39]([O:42]CC)(=[O:41])[CH3:40].Cl.